This data is from Catalyst prediction with 721,799 reactions and 888 catalyst types from USPTO. The task is: Predict which catalyst facilitates the given reaction. (1) Reactant: [CH2:1]([O:8][C@@H:9]1[C@@H:15]([O:16][CH2:17][C:18]2[CH:23]=[CH:22][CH:21]=[CH:20][CH:19]=2)[C@:14]2([C:25]3[CH:30]=[CH:29][C:28]([Cl:31])=[C:27]([CH2:32][C:33]4[CH:38]=[CH:37][C:36]([O:39][CH2:40][CH3:41])=[CH:35][CH:34]=4)[CH:26]=3)[O:24][C@@:11]([CH2:42][OH:43])([CH2:12][O:13]2)[C@@H:10]1[OH:44])[C:2]1[CH:7]=[CH:6][CH:5]=[CH:4][CH:3]=1.C(=O)(O)[O-].[Na+].[Br-].[K+].Cl[O-].[Na+].[Cl-].[NH4+]. Product: [CH2:1]([O:8][C@@H:9]1[C@@H:15]([O:16][CH2:17][C:18]2[CH:19]=[CH:20][CH:21]=[CH:22][CH:23]=2)[C@:14]2([C:25]3[CH:30]=[CH:29][C:28]([Cl:31])=[C:27]([CH2:32][C:33]4[CH:34]=[CH:35][C:36]([O:39][CH2:40][CH3:41])=[CH:37][CH:38]=4)[CH:26]=3)[O:24][C@@:11]([CH:42]=[O:43])([CH2:12][O:13]2)[C@@H:10]1[OH:44])[C:2]1[CH:7]=[CH:6][CH:5]=[CH:4][CH:3]=1. The catalyst class is: 4. (2) Reactant: [Cl:1][C:2]1[CH:22]=[C:21]([Cl:23])[CH:20]=[CH:19][C:3]=1[CH2:4][O:5][C:6]1[CH:18]=[CH:17][C:9]2[C:10]([CH2:13][C:14]([NH2:16])=[O:15])=[CH:11][S:12][C:8]=2[CH:7]=1.C1COCC1.C[Si]([N-][Si](C)(C)C)(C)C.[Na+].[CH3:39][S:40](Cl)(=[O:42])=[O:41]. Product: [Cl:1][C:2]1[CH:22]=[C:21]([Cl:23])[CH:20]=[CH:19][C:3]=1[CH2:4][O:5][C:6]1[CH:18]=[CH:17][C:9]2[C:10]([CH2:13][C:14]([NH:16][S:40]([CH3:39])(=[O:42])=[O:41])=[O:15])=[CH:11][S:12][C:8]=2[CH:7]=1. The catalyst class is: 6. (3) Reactant: Cl[C:2]1[N:7]=[C:6]([NH:8][CH:9]2[CH:13]3[O:14][CH2:15][CH:16]([OH:17])[CH:12]3[O:11][CH2:10]2)[CH:5]=[CH:4][N:3]=1.[CH3:18][N:19]1[CH:23]=[C:22]([NH2:24])[CH:21]=[N:20]1.CCN(C(C)C)C(C)C. Product: [CH3:18][N:19]1[CH:23]=[C:22]([NH:24][C:2]2[N:7]=[C:6]([NH:8][CH:9]3[CH:13]4[O:14][CH2:15][CH:16]([OH:17])[CH:12]4[O:11][CH2:10]3)[CH:5]=[CH:4][N:3]=2)[CH:21]=[N:20]1. The catalyst class is: 114. (4) Reactant: [Cl:1][C:2]1[N:7]=[CH:6][C:5]([S:8]([N:11]2[CH2:16][CH2:15][N:14]([C:17]([O:19][C:20]([CH3:23])([CH3:22])[CH3:21])=[O:18])[C:13](=[O:24])[CH2:12]2)(=[O:10])=[O:9])=[CH:4][CH:3]=1.[C:25]([Mg]Br)#[C:26][CH3:27]. Product: [Cl:1][C:2]1[N:7]=[CH:6][C:5]([S:8]([N:11]([CH2:12][C:13](=[O:24])[C:25]#[C:26][CH3:27])[CH2:16][CH2:15][NH:14][C:17](=[O:18])[O:19][C:20]([CH3:21])([CH3:22])[CH3:23])(=[O:9])=[O:10])=[CH:4][CH:3]=1. The catalyst class is: 1. (5) Reactant: [N+:1]([C:4]1[CH:9]=[CH:8][C:7]([C:10]2[O:11][CH:12]=[N:13][N:14]=2)=[CH:6][CH:5]=1)([O-])=O. Product: [O:11]1[CH:12]=[N:13][N:14]=[C:10]1[C:7]1[CH:8]=[CH:9][C:4]([NH2:1])=[CH:5][CH:6]=1. The catalyst class is: 19.